From a dataset of Forward reaction prediction with 1.9M reactions from USPTO patents (1976-2016). Predict the product of the given reaction. (1) The product is: [CH3:45][C:44]([O:43][C:41](=[O:42])[C@H:29]([CH2:28][NH:27][C:2]1[C:7]([CH2:8][CH2:9][CH3:10])=[C:6]([N:11]2[CH2:16][CH2:15][CH:14]([C:17]3[N:26]=[C:25]4[C:20]([CH2:21][CH2:22][CH2:23][NH:24]4)=[CH:19][CH:18]=3)[CH2:13][CH2:12]2)[N:5]=[CH:4][N:3]=1)[NH:30][C:31]([O:33][CH2:34][C:35]1[CH:40]=[CH:39][CH:38]=[CH:37][CH:36]=1)=[O:32])([CH3:47])[CH3:46]. Given the reactants Cl[C:2]1[C:7]([CH2:8][CH2:9][CH3:10])=[C:6]([N:11]2[CH2:16][CH2:15][CH:14]([C:17]3[N:26]=[C:25]4[C:20]([CH2:21][CH2:22][CH2:23][NH:24]4)=[CH:19][CH:18]=3)[CH2:13][CH2:12]2)[N:5]=[CH:4][N:3]=1.[NH2:27][CH2:28][C@@H:29]([C:41]([O:43][C:44]([CH3:47])([CH3:46])[CH3:45])=[O:42])[NH:30][C:31]([O:33][CH2:34][C:35]1[CH:40]=[CH:39][CH:38]=[CH:37][CH:36]=1)=[O:32].[F-].[Cs+].C1(P(C2C=CC=CC=2)C2C=CC3C(=CC=CC=3)C=2C2C3C(=CC=CC=3)C=CC=2P(C2C=CC=CC=2)C2C=CC=CC=2)C=CC=CC=1, predict the reaction product. (2) Given the reactants [CH3:1][O:2][C:3]1[CH:12]=[C:11]2[C:6]([CH2:7][CH2:8][C:9](=O)[CH2:10]2)=[CH:5][CH:4]=1.[CH2:14]([N:21]1[CH2:26][CH2:25][CH:24]([NH2:27])[CH2:23][CH2:22]1)[C:15]1[CH:20]=[CH:19][CH:18]=[CH:17][CH:16]=1.C(O[BH-](OC(=O)C)OC(=O)C)(=O)C.[Na+], predict the reaction product. The product is: [CH2:14]([N:21]1[CH2:26][CH2:25][CH:24]([NH:27][CH:9]2[CH2:8][CH2:7][C:6]3[C:11](=[CH:12][C:3]([O:2][CH3:1])=[CH:4][CH:5]=3)[CH2:10]2)[CH2:23][CH2:22]1)[C:15]1[CH:16]=[CH:17][CH:18]=[CH:19][CH:20]=1. (3) The product is: [CH3:1][O:2][CH2:3][C@H:4]1[CH2:8][CH2:7][CH2:6][N:5]1[S:9]([C:12]1[CH:20]=[CH:19][C:18]2[N:17]3[CH2:21][C:22]([CH3:26])([CH3:25])[CH2:23][N:24]=[C:16]3[C:15]3([O:28][CH2:29][CH2:30][CH2:31][O:32]3)[C:14]=2[CH:13]=1)(=[O:10])=[O:11]. Given the reactants [CH3:1][O:2][CH2:3][C@H:4]1[CH2:8][CH2:7][CH2:6][N:5]1[S:9]([C:12]1[CH:13]=[C:14]2[C:18](=[CH:19][CH:20]=1)[N:17]([CH2:21][C:22]([CH3:26])([CH3:25])[C:23]#[N:24])[C:16](=O)[C:15]12[O:32][CH2:31][CH2:30][CH2:29][O:28]1)(=[O:11])=[O:10].N, predict the reaction product.